Task: Predict the reaction yield, written as a fraction of the theoretical maximum amount of product (1.0 means a 100% yield; for example, 0.34 means a 34% yield).. Dataset: Reaction yield outcomes from USPTO patents with 853,638 reactions (1) The reactants are [F:1][C:2]1[CH:7]=[CH:6][C:5]([CH:8]2[O:12]C(=O)[NH:10][CH:9]2[CH2:14][C:15]2[CH:20]=[CH:19][CH:18]=[C:17]([O:21][CH2:22][C:23]([F:28])([F:27])[CH:24]([F:26])[F:25])[CH:16]=2)=[CH:4][CH:3]=1.[OH-].[Na+]. The catalyst is C(O)C. The product is [NH2:10][CH:9]([CH2:14][C:15]1[CH:20]=[CH:19][CH:18]=[C:17]([O:21][CH2:22][C:23]([F:28])([F:27])[CH:24]([F:26])[F:25])[CH:16]=1)[CH:8]([C:5]1[CH:6]=[CH:7][C:2]([F:1])=[CH:3][CH:4]=1)[OH:12]. The yield is 0.880. (2) The reactants are Cl.[Cl:2][C:3]1[CH:7]=[C:6](C(O)=O)[N:5]([C:11]2[CH:12]=[N:13][CH:14]=[CH:15][CH:16]=2)[N:4]=1.C(OCC)(=O)C. The catalyst is CN(C)C=O.[OH-].[NH4+].O.[Cu]=O. The product is [Cl:2][C:3]1[CH:7]=[CH:6][N:5]([C:11]2[CH:12]=[N:13][CH:14]=[CH:15][CH:16]=2)[N:4]=1. The yield is 0.697.